From a dataset of Full USPTO retrosynthesis dataset with 1.9M reactions from patents (1976-2016). Predict the reactants needed to synthesize the given product. Given the product [CH3:50][N:51]([CH3:55])[CH2:52][CH2:53][NH:54][C:57](=[O:58])[N:59]([CH3:61])[C:60]1[CH:18]=[CH:17][C:16](/[CH:23]=[CH:24]/[S:25]([N:28]2[CH2:29][CH2:30][C:31]3([N:35]=[C:34]([C:36]4[CH:41]=[CH:40][CH:39]=[C:38]([O:42][C:43]([F:45])([F:44])[F:46])[CH:37]=4)[NH:33][C:32]3=[O:47])[CH2:48][CH2:49]2)(=[O:26])=[O:27])=[C:15]([CH3:20])[CH:14]=1, predict the reactants needed to synthesize it. The reactants are: ClC(OC1C=CC([N+]([O-])=O)=CC=1)=O.[CH3:14][C:15]1[CH:20]=C(NC)[CH:18]=[CH:17][C:16]=1/[CH:23]=[CH:24]/[S:25]([N:28]1[CH2:49][CH2:48][C:31]2([N:35]=[C:34]([C:36]3[CH:41]=[CH:40][CH:39]=[C:38]([O:42][C:43]([F:46])([F:45])[F:44])[CH:37]=3)[NH:33][C:32]2=[O:47])[CH2:30][CH2:29]1)(=[O:27])=[O:26].[CH3:50][N:51]([CH3:55])[CH2:52][CH2:53][NH2:54].C[C:57]([N:59]([CH3:61])[CH3:60])=[O:58].